This data is from Forward reaction prediction with 1.9M reactions from USPTO patents (1976-2016). The task is: Predict the product of the given reaction. (1) The product is: [CH3:1][C:2]1([CH3:33])[NH:7][C:6](=[O:8])[C:5]2[S:9][C:10]([N:12]3[C:17]4[CH:18]=[C:19]([NH:22][C:23]5[CH:28]=[CH:27][CH:26]=[C:25]([CH2:29][CH2:30][O:31][CH3:32])[N:24]=5)[CH:20]=[CH:21][C:16]=4[O:15][CH2:14][CH2:13]3)=[N:11][C:4]=2[CH2:3]1. Given the reactants [CH3:1][C:2]1([CH3:33])[NH:7][C:6](=[O:8])[C:5]2[S:9][C:10]([N:12]3[C:17]4[CH:18]=[C:19]([NH:22][C:23]5[CH:28]=[CH:27][CH:26]=[C:25](/[CH:29]=[CH:30]/[O:31][CH3:32])[N:24]=5)[CH:20]=[CH:21][C:16]=4[O:15][CH2:14][CH2:13]3)=[N:11][C:4]=2[CH2:3]1.C1CCCCC=1, predict the reaction product. (2) Given the reactants [Cl:1][CH2:2][C:3]([NH:5][NH:6][C:7](=[O:19])[C:8]1[CH:13]=[CH:12][C:11]([N+:14]([O-:16])=[O:15])=[C:10]([O:17][CH3:18])[CH:9]=1)=O.CC[N+](S(N=C(OC)[O-])(=O)=O)(CC)CC, predict the reaction product. The product is: [Cl:1][CH2:2][C:3]1[O:19][C:7]([C:8]2[CH:13]=[CH:12][C:11]([N+:14]([O-:16])=[O:15])=[C:10]([O:17][CH3:18])[CH:9]=2)=[N:6][N:5]=1. (3) Given the reactants C(N(CC)C(C)C)(C)C.Cl[C:11]1[N:16]=[CH:15][C:14]([C:17]([O:19]CC)=[O:18])=[CH:13][N:12]=1.C([C@H]([C@@H](C(O)=O)O)O)(O)=O.[CH2:32]([O:34][C:35]1[CH:47]=[CH:46][CH:45]=[CH:44][C:36]=1[O:37][C@@H:38]1[CH2:43][CH2:42][CH2:41][NH:40][CH2:39]1)[CH3:33], predict the reaction product. The product is: [CH2:32]([O:34][C:35]1[CH:47]=[CH:46][CH:45]=[CH:44][C:36]=1[O:37][C@@H:38]1[CH2:43][CH2:42][CH2:41][N:40]([C:11]2[N:12]=[CH:13][C:14]([C:17]([OH:19])=[O:18])=[CH:15][N:16]=2)[CH2:39]1)[CH3:33]. (4) Given the reactants [NH2:1][C:2]1[CH:7]=[CH:6][C:5]([C:8]2[N:13]3[N:14]=[C:15]([NH:17][C:18]([CH:20]4[CH2:22][CH2:21]4)=[O:19])[N:16]=[C:12]3[CH:11]=[CH:10][CH:9]=2)=[CH:4][CH:3]=1.N1C=CC=CC=1.[CH2:29]([S:31](Cl)(=[O:33])=[O:32])[CH3:30], predict the reaction product. The product is: [CH2:29]([S:31]([NH:1][C:2]1[CH:7]=[CH:6][C:5]([C:8]2[N:13]3[N:14]=[C:15]([NH:17][C:18]([CH:20]4[CH2:21][CH2:22]4)=[O:19])[N:16]=[C:12]3[CH:11]=[CH:10][CH:9]=2)=[CH:4][CH:3]=1)(=[O:33])=[O:32])[CH3:30]. (5) Given the reactants [F:1][C:2]([F:32])([F:31])[C:3]1([CH2:7][N:8]2[CH2:13][CH2:12][CH:11]([CH2:14][O:15][C:16]3[N:21]=[CH:20][C:19]([C:22]4[CH:30]=[CH:29][C:25]([C:26](O)=[O:27])=[CH:24][CH:23]=4)=[CH:18][CH:17]=3)[CH2:10][CH2:9]2)[CH2:6][CH2:5][CH2:4]1.[CH3:33][NH:34][CH3:35].C(Cl)CCl.C1C=CC2N(O)N=NC=2C=1.CCN(C(C)C)C(C)C, predict the reaction product. The product is: [CH3:33][N:34]([CH3:35])[C:26](=[O:27])[C:25]1[CH:24]=[CH:23][C:22]([C:19]2[CH:20]=[N:21][C:16]([O:15][CH2:14][CH:11]3[CH2:10][CH2:9][N:8]([CH2:7][C:3]4([C:2]([F:32])([F:31])[F:1])[CH2:6][CH2:5][CH2:4]4)[CH2:13][CH2:12]3)=[CH:17][CH:18]=2)=[CH:30][CH:29]=1.